The task is: Predict the reactants needed to synthesize the given product.. This data is from Full USPTO retrosynthesis dataset with 1.9M reactions from patents (1976-2016). Given the product [CH3:1][O:2][C:3]([C:5]1[CH:6]=[CH:7][C:8]([C:11]2[CH:16]=[C:15]([CH2:17][O:18][CH2:19][CH2:20][CH3:21])[CH:14]=[C:13]([NH2:22])[CH:12]=2)=[CH:9][CH:10]=1)=[O:4], predict the reactants needed to synthesize it. The reactants are: [CH3:1][O:2][C:3]([C:5]1[CH:10]=[CH:9][C:8]([C:11]2[CH:16]=[C:15]([CH2:17][O:18][CH2:19][CH2:20][CH3:21])[CH:14]=[C:13]([N+:22]([O-])=O)[CH:12]=2)=[CH:7][CH:6]=1)=[O:4].